From a dataset of NCI-60 drug combinations with 297,098 pairs across 59 cell lines. Regression. Given two drug SMILES strings and cell line genomic features, predict the synergy score measuring deviation from expected non-interaction effect. (1) Drug 1: C1=CN(C=N1)CC(O)(P(=O)(O)O)P(=O)(O)O. Drug 2: CC1C(C(CC(O1)OC2CC(CC3=C2C(=C4C(=C3O)C(=O)C5=C(C4=O)C(=CC=C5)OC)O)(C(=O)CO)O)N)O.Cl. Cell line: NCI-H522. Synergy scores: CSS=42.2, Synergy_ZIP=-3.94, Synergy_Bliss=0.716, Synergy_Loewe=-30.5, Synergy_HSA=1.69. (2) Drug 1: CCCS(=O)(=O)NC1=C(C(=C(C=C1)F)C(=O)C2=CNC3=C2C=C(C=N3)C4=CC=C(C=C4)Cl)F. Drug 2: CCN(CC)CCCC(C)NC1=C2C=C(C=CC2=NC3=C1C=CC(=C3)Cl)OC. Cell line: MOLT-4. Synergy scores: CSS=55.1, Synergy_ZIP=18.8, Synergy_Bliss=20.3, Synergy_Loewe=4.61, Synergy_HSA=18.4.